This data is from Forward reaction prediction with 1.9M reactions from USPTO patents (1976-2016). The task is: Predict the product of the given reaction. (1) Given the reactants CC1C(N=C=O)=CC([N:8]=C=O)=CC=1.CCCCO[C@H](CO)CC.[C:24]([O:28][CH2:29][CH2:30]O)(=[O:27])[CH:25]=[CH2:26].C([O-])(=O)CCCCCCCCCCC.C([O-])(=O)CCCCCCCCCCC.C([Sn+2]CCCC)CCC, predict the reaction product. The product is: [C:24]([OH:28])(=[O:27])[CH:25]=[CH2:26].[NH2:8][C:24]([O:28][CH2:29][CH3:30])=[O:27]. (2) Given the reactants [CH2:1]([NH:8][C:9]([NH:11][C:12]#[N:13])=S)[C:2]1[CH:7]=[CH:6][CH:5]=[CH:4][CH:3]=1.[C:14]([O:18][C:19]([N:21]1[CH2:26][CH2:25][CH:24]([NH:27][CH2:28][CH3:29])[CH2:23][CH2:22]1)=[O:20])([CH3:17])([CH3:16])[CH3:15].CN(C)CCCN=C=NCC, predict the reaction product. The product is: [CH2:1]([NH:8][C:9](=[N:11][C:12]#[N:13])[N:27]([CH2:28][CH3:29])[CH:24]1[CH2:23][CH2:22][N:21]([C:19]([O:18][C:14]([CH3:16])([CH3:15])[CH3:17])=[O:20])[CH2:26][CH2:25]1)[C:2]1[CH:7]=[CH:6][CH:5]=[CH:4][CH:3]=1. (3) Given the reactants Cl.[CH3:2][C:3]1[C:11]2[C:10]([N:12]3[CH2:17][CH2:16][CH:15]([NH2:18])[CH2:14][CH2:13]3)=[N:9][CH:8]=[N:7][C:6]=2[NH:5][CH:4]=1.CCN(C(C)C)C(C)C.[CH3:28][C:29]1[CH:37]=[CH:36][CH:35]=[CH:34][C:30]=1[C:31](Cl)=[O:32], predict the reaction product. The product is: [CH3:28][C:29]1[CH:37]=[CH:36][CH:35]=[CH:34][C:30]=1[C:31]([NH:18][CH:15]1[CH2:16][CH2:17][N:12]([C:10]2[C:11]3[C:3]([CH3:2])=[CH:4][NH:5][C:6]=3[N:7]=[CH:8][N:9]=2)[CH2:13][CH2:14]1)=[O:32]. (4) Given the reactants [Cl:1][C:2]1[CH:3]=[C:4]([S:8]([NH:11][C:12]2[CH:20]=[CH:19][C:15]([C:16]([OH:18])=[O:17])=[C:14]([OH:21])[CH:13]=2)(=[O:10])=[O:9])[S:5][C:6]=1[Cl:7].[CH2:22](O)[CH2:23][CH2:24][CH3:25], predict the reaction product. The product is: [Cl:1][C:2]1[CH:3]=[C:4]([S:8]([NH:11][C:12]2[CH:20]=[CH:19][C:15]([C:16]([O:18][CH2:22][CH2:23][CH2:24][CH3:25])=[O:17])=[C:14]([OH:21])[CH:13]=2)(=[O:9])=[O:10])[S:5][C:6]=1[Cl:7]. (5) Given the reactants OO.[Cl:3][C:4]1[CH:5]=[C:6]([CH2:11][C@H:12]([NH:27][C:28](=[O:40])[CH2:29][C:30]2[C:38]3[C:33](=[CH:34][CH:35]=[C:36]([OH:39])[CH:37]=3)[NH:32][CH:31]=2)[C:13]2[C:18]([C:19]3[CH:24]=[CH:23][CH:22]=[C:21]([C:25]#[N:26])[CH:20]=3)=[CH:17][CH:16]=[CH:15][N:14]=2)[CH:7]=[C:8]([F:10])[CH:9]=1.C(=O)([O-])[O-:42].[K+].[K+], predict the reaction product. The product is: [Cl:3][C:4]1[CH:5]=[C:6]([CH2:11][C@@H:12]([C:13]2[C:18]([C:19]3[CH:20]=[C:21]([CH:22]=[CH:23][CH:24]=3)[C:25]([NH2:26])=[O:42])=[CH:17][CH:16]=[CH:15][N:14]=2)[NH:27][C:28](=[O:40])[CH2:29][C:30]2[C:38]3[C:33](=[CH:34][CH:35]=[C:36]([OH:39])[CH:37]=3)[NH:32][CH:31]=2)[CH:7]=[C:8]([F:10])[CH:9]=1. (6) Given the reactants Br[C:2]1[CH:3]=[C:4]2[C:9](=[C:10]([N+:12]([O-])=O)[CH:11]=1)[NH:8][C:7](=[O:15])[CH:6]([NH:16][C:17](=[O:23])[O:18][C:19]([CH3:22])([CH3:21])[CH3:20])[CH2:5]2.C(N(C(C)C)CC)(C)C.CN1[CH2:38][CH2:37][CH2:36][C:35]1=[O:39], predict the reaction product. The product is: [O:15]=[C:7]1[CH:6]([NH:16][C:17](=[O:23])[O:18][C:19]([CH3:22])([CH3:21])[CH3:20])[CH2:5][C:4]2[C:9](=[C:10]([N:12]3[CH2:38][CH2:37][CH2:36][C:35]3=[O:39])[CH:11]=[CH:2][CH:3]=2)[NH:8]1. (7) Given the reactants C[O:2][C:3]1[CH:4]=[C:5]([C:9]2[N:13]([C:14]3[CH:19]=[C:18]([C:20]([OH:22])=[O:21])[CH:17]=[CH:16][N:15]=3)[N:12]=[CH:11][CH:10]=2)[CH:6]=[CH:7][CH:8]=1.B(Br)(Br)Br, predict the reaction product. The product is: [OH:2][C:3]1[CH:4]=[C:5]([C:9]2[N:13]([C:14]3[CH:19]=[C:18]([CH:17]=[CH:16][N:15]=3)[C:20]([OH:22])=[O:21])[N:12]=[CH:11][CH:10]=2)[CH:6]=[CH:7][CH:8]=1.